Dataset: Full USPTO retrosynthesis dataset with 1.9M reactions from patents (1976-2016). Task: Predict the reactants needed to synthesize the given product. (1) Given the product [O:12]=[C:8]1[N:7]([C:2]2[CH:3]=[CH:4][CH:5]=[CH:6][N:1]=2)[CH2:11][CH2:10][N:9]1[CH2:14][C:15]([O:17][C:18]([CH3:21])([CH3:20])[CH3:19])=[O:16], predict the reactants needed to synthesize it. The reactants are: [N:1]1[CH:6]=[CH:5][CH:4]=[CH:3][C:2]=1[N:7]1[CH2:11][CH2:10][NH:9][C:8]1=[O:12].Br[CH2:14][C:15]([O:17][C:18]([CH3:21])([CH3:20])[CH3:19])=[O:16].[H-].[Na+]. (2) Given the product [CH2:1]([CH:3]1[N:12]2[C:7](=[CH:8][C:9](=[O:18])[C:10]([C:13]([OH:15])=[O:14])=[CH:11]2)[C:6]2[CH:19]=[C:20]([O:28][CH3:29])[C:21]([O:23][CH2:24][CH2:25][O:26][CH3:27])=[CH:22][C:5]=2[CH2:4]1)[CH3:2], predict the reactants needed to synthesize it. The reactants are: [CH2:1]([CH:3]1[N:12]2[C:7](=[CH:8][C:9](=[O:18])[C:10]([C:13]([O:15]CC)=[O:14])=[CH:11]2)[C:6]2[CH:19]=[C:20]([O:28][CH3:29])[C:21]([O:23][CH2:24][CH2:25][O:26][CH3:27])=[CH:22][C:5]=2[CH2:4]1)[CH3:2].O[Li].O.